Task: Predict which catalyst facilitates the given reaction.. Dataset: Catalyst prediction with 721,799 reactions and 888 catalyst types from USPTO (1) Reactant: [CH2:1]([O:3][C:4]([C:6]1[CH:11]=[CH:10][C:9]([C:12]2[CH:17]=[C:16]([NH2:18])[CH:15]=[CH:14][C:13]=2[CH3:19])=[CH:8][CH:7]=1)=[O:5])[CH3:2].[N:20]1([C:26]2[CH:34]=[CH:33][C:29]([C:30](O)=[O:31])=[CH:28][CH:27]=2)[CH2:25][CH2:24][O:23][CH2:22][CH2:21]1.CN1CCOCC1.ON1C2C=CC=CC=2N=N1.Cl.CN(CCCN=C=N)C. Product: [CH2:1]([O:3][C:4]([C:6]1[CH:7]=[CH:8][C:9]([C:12]2[CH:17]=[C:16]([NH:18][C:30](=[O:31])[C:29]3[CH:28]=[CH:27][C:26]([N:20]4[CH2:25][CH2:24][O:23][CH2:22][CH2:21]4)=[CH:34][CH:33]=3)[CH:15]=[CH:14][C:13]=2[CH3:19])=[CH:10][CH:11]=1)=[O:5])[CH3:2]. The catalyst class is: 3. (2) Reactant: Br[C:2]1[CH:3]=[C:4]2[C:8](=[CH:9][CH:10]=1)[N:7]([CH2:11][C:12]([O:14][C:15]([CH3:18])([CH3:17])[CH3:16])=[O:13])[N:6]=[C:5]2[C:19](=[O:21])[NH2:20].[N:22]1[CH:27]=[CH:26][CH:25]=[C:24]([NH2:28])[N:23]=1.C(=O)([O-])[O-].[Cs+].[Cs+].C1(P(C2C=CC=CC=2)C2C3OC4C(=CC=CC=4P(C4C=CC=CC=4)C4C=CC=CC=4)C(C)(C)C=3C=CC=2)C=CC=CC=1. Product: [C:19]([C:5]1[C:4]2[C:8](=[CH:9][CH:10]=[C:2]([NH:28][C:24]3[N:23]=[N:22][CH:27]=[CH:26][CH:25]=3)[CH:3]=2)[N:7]([CH2:11][C:12]([O:14][C:15]([CH3:18])([CH3:17])[CH3:16])=[O:13])[N:6]=1)(=[O:21])[NH2:20]. The catalyst class is: 533.